This data is from Full USPTO retrosynthesis dataset with 1.9M reactions from patents (1976-2016). The task is: Predict the reactants needed to synthesize the given product. (1) Given the product [OH:31][CH2:30][C:26]1[CH:25]=[C:24]([C:4]2[CH:5]=[C:6]3[C:10](=[C:2]([CH3:1])[CH:3]=2)[C:9](=[O:11])[N:8]([CH2:12][C:13]2[CH:14]=[CH:15][C:16]([O:19][C:20]([F:22])([F:23])[F:21])=[CH:17][CH:18]=2)[CH2:7]3)[CH:29]=[N:28][CH:27]=1, predict the reactants needed to synthesize it. The reactants are: [CH3:1][C:2]1[CH:3]=[C:4]([C:24]2[CH:25]=[C:26]([CH:30]=[O:31])[CH:27]=[N:28][CH:29]=2)[CH:5]=[C:6]2[C:10]=1[C:9](=[O:11])[N:8]([CH2:12][C:13]1[CH:18]=[CH:17][C:16]([O:19][C:20]([F:23])([F:22])[F:21])=[CH:15][CH:14]=1)[CH2:7]2.[BH4-].[Na+].O. (2) Given the product [C:24]1([N:30]2[C:38]3[CH:37]=[CH:36][CH:35]=[C:34]([NH:39][CH2:16][C:17]4([C:20]([F:21])([F:22])[F:23])[CH2:19][O:18]4)[C:33]=3[CH:32]=[N:31]2)[CH:25]=[CH:26][CH:27]=[CH:28][CH:29]=1, predict the reactants needed to synthesize it. The reactants are: [Bi](Cl)(Cl)Cl.CC1C=CC(S(O[CH2:16][C:17]2([C:20]([F:23])([F:22])[F:21])[CH2:19][O:18]2)(=O)=O)=CC=1.[C:24]1([N:30]2[C:38]3[CH:37]=[CH:36][CH:35]=[C:34]([NH2:39])[C:33]=3[CH:32]=[N:31]2)[CH:29]=[CH:28][CH:27]=[CH:26][CH:25]=1.S([O-])([O-])(=O)=O.[Na+].[Na+].C(=O)([O-])[O-].C(N(CC)C(C)C)(C)C. (3) The reactants are: [Br:1][C:2]1[CH:11]=[C:10]2[C:5]([CH2:6][CH2:7][C:8]3[N:9]2[C:12]([C:20]2[S:21][CH:22]=[CH:23][CH:24]=2)=[N:13][C:14]=3[C:15]([O:17]CC)=[O:16])=[CH:4][C:3]=1[O:25][CH3:26].[OH-].[K+]. Given the product [Br:1][C:2]1[CH:11]=[C:10]2[C:5]([CH2:6][CH2:7][C:8]3[N:9]2[C:12]([C:20]2[S:21][CH:22]=[CH:23][CH:24]=2)=[N:13][C:14]=3[C:15]([OH:17])=[O:16])=[CH:4][C:3]=1[O:25][CH3:26], predict the reactants needed to synthesize it. (4) Given the product [NH2:18][C:13]1[NH:14][C:5]2[C:4]([N+:1]([O-:3])=[O:2])=[CH:9][CH:8]=[CH:7][C:6]=2[N:11]=1, predict the reactants needed to synthesize it. The reactants are: [N+:1]([C:4]1[CH:9]=[CH:8][C:7](N)=[C:6]([NH2:11])[CH:5]=1)([O-:3])=[O:2].Br[C:13]#[N:14].O.CC#[N:18]. (5) Given the product [CH:1]1([C:6]#[C:7][C:25]([O:27][CH3:28])=[O:26])[CH2:5][CH2:4][CH2:3][CH2:2]1, predict the reactants needed to synthesize it. The reactants are: [CH:1]1([C:6]#[CH:7])[CH2:5][CH2:4][CH2:3][CH2:2]1.O1CCCC1.C([Li])CCC.CCCCCC.Cl[C:25]([O:27][CH3:28])=[O:26]. (6) Given the product [CH3:17][C:15]1[C:12]([CH3:14])([CH3:13])[C:4]2[C:3](=[CH:11][CH:10]=[CH:9][C:5]=2[C:6]([OH:8])=[O:7])[N:1]=1, predict the reactants needed to synthesize it. The reactants are: [NH:1]([C:3]1[CH:4]=[C:5]([CH:9]=[CH:10][CH:11]=1)[C:6]([OH:8])=[O:7])N.[CH:12]([C:15]([CH3:17])=O)([CH3:14])[CH3:13]. (7) Given the product [CH3:1][O:2][C:3]1[CH:4]=[C:5]([CH:20]=[CH:21][C:22]=1[O:23][CH3:24])[CH2:6][N:7]1[C:8]([C:9]2[S:19][C:12]3[N:13]=[CH:14][N:15]=[C:16]([S:17][CH3:18])[C:11]=3[CH:10]=2)=[C:30]([C:29]2[CH:42]=[CH:43][CH:44]=[CH:27][CH:28]=2)[N:31]=[CH:32]1, predict the reactants needed to synthesize it. The reactants are: [CH3:1][O:2][C:3]1[CH:4]=[C:5]([CH:20]=[CH:21][C:22]=1[O:23][CH3:24])[CH2:6][N:7]=[CH:8][C:9]1[S:19][C:12]2[N:13]=[CH:14][N:15]=[C:16]([S:17][CH3:18])[C:11]=2[CH:10]=1.CO[C:27]1[CH:28]=[C:29]([CH:42]=[CH:43][C:44]=1OC)[CH2:30][N:31]=[CH:32]C1SC2N=CN=CC=2C=1. (8) Given the product [NH2:1][C:2]1[C:7]2=[CH:8][CH:9]=[C:10]([CH2:11][CH2:12][CH2:13][CH2:14][OH:15])[N:6]2[N:5]=[CH:4][N:3]=1, predict the reactants needed to synthesize it. The reactants are: [NH2:1][C:2]1[C:7]2=[CH:8][CH:9]=[C:10]([C:11]#[C:12][CH2:13][CH2:14][OH:15])[N:6]2[N:5]=[CH:4][N:3]=1. (9) Given the product [CH2:1]([O:3][C:4]([C:6]1[CH:7]=[N:8][N:9]2[C:14]([OH:15])=[C:13]([C:16]([N:23]3[CH2:24][CH2:25][C:20]([CH3:19])([C:26]4[CH:31]=[CH:30][CH:29]=[CH:28][CH:27]=4)[CH2:21][CH2:22]3)=[O:18])[CH:12]=[N:11][C:10]=12)=[O:5])[CH3:2], predict the reactants needed to synthesize it. The reactants are: [CH2:1]([O:3][C:4]([C:6]1[CH:7]=[N:8][N:9]2[C:14]([OH:15])=[C:13]([C:16]([OH:18])=O)[CH:12]=[N:11][C:10]=12)=[O:5])[CH3:2].[CH3:19][C:20]1([C:26]2[CH:31]=[CH:30][CH:29]=[CH:28][CH:27]=2)[CH2:25][CH2:24][NH:23][CH2:22][CH2:21]1. (10) Given the product [Cl:30][CH2:29][CH2:28][CH2:27][O:13][C:12]1[CH:11]=[C:10]2[C:5]([C:6]([O:14][C:15]3[C:16]([CH3:25])=[N:17][C:18]4[C:23]([CH:24]=3)=[CH:22][CH:21]=[CH:20][CH:19]=4)=[CH:7][CH:8]=[N:9]2)=[CH:4][C:3]=1[O:2][CH3:1], predict the reactants needed to synthesize it. The reactants are: [CH3:1][O:2][C:3]1[CH:4]=[C:5]2[C:10](=[CH:11][C:12]=1[OH:13])[N:9]=[CH:8][CH:7]=[C:6]2[O:14][C:15]1[C:16]([CH3:25])=[N:17][C:18]2[C:23]([CH:24]=1)=[CH:22][CH:21]=[CH:20][CH:19]=2.Br[CH2:27][CH2:28][CH2:29][Cl:30].C(=O)([O-])[O-].[K+].[K+].O.